Dataset: Reaction yield outcomes from USPTO patents with 853,638 reactions. Task: Predict the reaction yield, written as a fraction of the theoretical maximum amount of product (1.0 means a 100% yield; for example, 0.34 means a 34% yield). (1) The reactants are [CH:1](=O)[CH3:2].Cl.[CH2:5]([O:12][C:13]1[CH:18]=[CH:17][N:16]([C:19]2[CH:20]=[CH:21][C:22]3[C:23]4[CH2:33][NH:32][CH2:31][CH2:30][CH2:29][C:24]=4[N:25]([CH3:28])[C:26]=3[CH:27]=2)[C:15](=[O:34])[CH:14]=1)[C:6]1[CH:11]=[CH:10][CH:9]=[CH:8][CH:7]=1.C([O-])(O)=O.[Na+]. The catalyst is C(Cl)Cl.CC(O)=O. The product is [CH2:5]([O:12][C:13]1[CH:18]=[CH:17][N:16]([C:19]2[CH:20]=[CH:21][C:22]3[C:23]4[CH2:33][N:32]([CH2:1][CH3:2])[CH2:31][CH2:30][CH2:29][C:24]=4[N:25]([CH3:28])[C:26]=3[CH:27]=2)[C:15](=[O:34])[CH:14]=1)[C:6]1[CH:7]=[CH:8][CH:9]=[CH:10][CH:11]=1. The yield is 0.540. (2) The reactants are [CH2:1]([O:3][C:4](=[O:15])[CH:5]([C:7]1[CH:8]=[N:9][C:10]([NH2:14])=[C:11]([F:13])[CH:12]=1)[CH3:6])[CH3:2].C(N(CC)CC)C.[CH3:23][S:24](Cl)(=[O:26])=[O:25]. The catalyst is O1CCCC1. The product is [CH2:1]([O:3][C:4](=[O:15])[CH:5]([C:7]1[CH:8]=[N:9][C:10]([NH:14][S:24]([CH3:23])(=[O:26])=[O:25])=[C:11]([F:13])[CH:12]=1)[CH3:6])[CH3:2]. The yield is 0.670. (3) The reactants are [CH2:1]([NH:5][C:6]1[S:10][CH:9]=[N:8][C:7]=1[C:11](O)=O)[CH:2]([CH3:4])[CH3:3].C(N(C(C)C)CC)(C)C.[CH3:23][C:24]1[CH:25]=[C:26]([NH2:31])[C:27]([NH2:30])=[CH:28][CH:29]=1.CN(C(ON1N=NC2C=CC=CC1=2)=[N+](C)C)C.[B-](F)(F)(F)F. The catalyst is CN(C=O)C.C(OCC)(=O)C. The product is [CH2:1]([NH:5][C:6]1[S:10][CH:9]=[N:8][C:7]=1[C:11]1[NH:30][C:27]2[CH:28]=[CH:29][C:24]([CH3:23])=[CH:25][C:26]=2[N:31]=1)[CH:2]([CH3:4])[CH3:3]. The yield is 0.290. (4) The reactants are Cl[CH2:2][CH2:3][CH2:4][N:5]1[C:14]2[C:9](=[CH:10][C:11]([F:15])=[CH:12][CH:13]=2)[CH2:8][CH2:7][C:6]1=[O:16].[CH2:17]([O:20][CH:21]1[CH2:26][CH2:25][NH:24][CH2:23][CH2:22]1)[CH2:18][CH3:19].C([O-])([O-])=O.[K+].[K+]. The catalyst is CC#N. The product is [F:15][C:11]1[CH:10]=[C:9]2[C:14](=[CH:13][CH:12]=1)[N:5]([CH2:4][CH2:3][CH2:2][N:24]1[CH2:25][CH2:26][CH:21]([O:20][CH2:17][CH2:18][CH3:19])[CH2:22][CH2:23]1)[C:6](=[O:16])[CH2:7][CH2:8]2. The yield is 0.470. (5) The reactants are [C:1]1([CH:7]([C:9]2[CH:14]=[CH:13][CH:12]=[C:11]([C:15]([F:18])([F:17])[F:16])[CH:10]=2)O)[CH:6]=[CH:5][CH:4]=[CH:3][CH:2]=1.S(Cl)(Cl)=O.[NH:23]1[CH2:28][CH2:27][NH:26][CH2:25][CH2:24]1. The catalyst is C(Cl)Cl.CC#N. The product is [C:1]1([CH:7]([C:9]2[CH:14]=[CH:13][CH:12]=[C:11]([C:15]([F:18])([F:17])[F:16])[CH:10]=2)[N:23]2[CH2:28][CH2:27][NH:26][CH2:25][CH2:24]2)[CH:6]=[CH:5][CH:4]=[CH:3][CH:2]=1. The yield is 0.850.